Dataset: Catalyst prediction with 721,799 reactions and 888 catalyst types from USPTO. Task: Predict which catalyst facilitates the given reaction. (1) Reactant: [Br:1][C:2]1[CH:20]=[CH:19][C:5]([CH2:6][NH:7][C:8]([C:10](=[CH:15]N(C)C)[C:11](OC)=[O:12])=[O:9])=[CH:4][CH:3]=1.Cl.[N:22]1([C:27](=[NH:29])[NH2:28])[CH:26]=[CH:25][CH:24]=[N:23]1.C1CCN2C(=NCCC2)CC1. Product: [Br:1][C:2]1[CH:3]=[CH:4][C:5]([CH2:6][NH:7][C:8]([C:10]2[C:11]([OH:12])=[N:29][C:27]([N:22]3[CH:26]=[CH:25][CH:24]=[N:23]3)=[N:28][CH:15]=2)=[O:9])=[CH:19][CH:20]=1. The catalyst class is: 474. (2) Reactant: [F:1][C:2]1[CH:36]=[C:35]([NH:37][C:38]([C:40]2([C:43](=[O:52])[NH:44]C3C=CC(F)=CC=3)[CH2:42][CH2:41]2)=[O:39])[CH:34]=[CH:33][C:3]=1[O:4][C:5]1[CH:10]=[CH:9][N:8]=[C:7]2[CH:11]=[C:12]([C:14]3[N:19]=[CH:18][C:17]([CH2:20][N:21]([CH2:29][CH2:30][O:31][CH3:32])C(=O)OC(C)(C)C)=[CH:16][CH:15]=3)[S:13][C:6]=12.[C:53](O)([C:55]([F:58])(F)F)=O. Product: [F:1][C:2]1[CH:36]=[C:35]([N:37]([C:2]2[CH:36]=[CH:53][C:55]([F:58])=[CH:33][CH:3]=2)[C:38]([C:40]2([C:43]([NH2:44])=[O:52])[CH2:41][CH2:42]2)=[O:39])[CH:34]=[CH:33][C:3]=1[O:4][C:5]1[CH:10]=[CH:9][N:8]=[C:7]2[CH:11]=[C:12]([C:14]3[CH:15]=[CH:16][C:17]([CH2:20][NH:21][CH2:29][CH2:30][O:31][CH3:32])=[CH:18][N:19]=3)[S:13][C:6]=12. The catalyst class is: 4. (3) Reactant: [F:1][C:2]1[CH:3]=[C:4]([N:20]([C:29]2[CH:34]=[CH:33][CH:32]=[CH:31][CH:30]=2)[C:21]([C:23]2([C:26]([NH2:28])=[O:27])[CH2:25][CH2:24]2)=[O:22])[CH:5]=[CH:6][C:7]=1[O:8][C:9]1[C:18]2[C:13](=[CH:14][C:15]([OH:19])=[CH:16][CH:17]=2)[N:12]=[CH:11][CH:10]=1.CS(O[CH2:40][CH2:41][CH2:42][N:43]1[CH2:49][CH:48]([OH:50])[C:45]2([CH2:47][CH2:46]2)[CH2:44]1)(=O)=O.C([O-])([O-])=O.[Cs+].[Cs+]. Product: [OH:50][CH:48]1[C:45]2([CH2:47][CH2:46]2)[CH2:44][N:43]([CH2:42][CH2:41][CH2:40][O:19][C:15]2[CH:14]=[C:13]3[C:18]([C:9]([O:8][C:7]4[CH:6]=[CH:5][C:4]([N:20]([C:29]5[CH:30]=[CH:31][CH:32]=[CH:33][CH:34]=5)[C:21]([C:23]5([C:26]([NH2:28])=[O:27])[CH2:25][CH2:24]5)=[O:22])=[CH:3][C:2]=4[F:1])=[CH:10][CH:11]=[N:12]3)=[CH:17][CH:16]=2)[CH2:49]1. The catalyst class is: 44. (4) Reactant: Cl[C:2]1[CH:3]=[C:4]([C@@H:14]([NH:16][C:17]2[N:22]=[C:21]([N:23]3[C@@H:27]([C@H:28]([OH:30])[CH3:29])[CH2:26][O:25][C:24]3=[O:31])[C:20]([F:32])=[CH:19][N:18]=2)[CH3:15])[CH:5]=[N:6][C:7]=1[O:8][CH2:9][C:10]([F:13])([F:12])[F:11]. Product: [F:32][C:20]1[C:21]([N:23]2[C@@H:27]([C@H:28]([OH:30])[CH3:29])[CH2:26][O:25][C:24]2=[O:31])=[N:22][C:17]([NH:16][C@H:14]([C:4]2[CH:5]=[N:6][C:7]([O:8][CH2:9][C:10]([F:12])([F:13])[F:11])=[CH:2][CH:3]=2)[CH3:15])=[N:18][CH:19]=1. The catalyst class is: 105.